Dataset: Reaction yield outcomes from USPTO patents with 853,638 reactions. Task: Predict the reaction yield, written as a fraction of the theoretical maximum amount of product (1.0 means a 100% yield; for example, 0.34 means a 34% yield). (1) The product is [CH2:1]([N:4]1[C:13](=[O:14])[C:12]2[C:11]([CH3:15])([CH3:16])[CH2:10][C:9]3[CH:17]=[C:18]([C:21]([NH:46][CH2:45][CH2:43][OH:44])=[O:23])[CH:19]=[CH:20][C:8]=3[C:7]=2[NH:6][CH:5]1[S:24][CH2:25][CH2:26][O:27][CH3:28])[CH:2]=[CH2:3]. The catalyst is C1COCC1. The yield is 0.360. The reactants are [CH2:1]([N:4]1[C:13](=[O:14])[C:12]2[C:11]([CH3:16])([CH3:15])[CH2:10][C:9]3[CH:17]=[C:18]([C:21]([OH:23])=O)[CH:19]=[CH:20][C:8]=3[C:7]=2[N:6]=[C:5]1[S:24][CH2:25][CH2:26][O:27][CH3:28])[CH:2]=[CH2:3].C(Cl)CCl.C1C=CC2N(O)N=NC=2C=1.[CH2:43]([CH2:45][NH2:46])[OH:44]. (2) The reactants are [CH3:1][N:2]([CH2:4][C:5]1[CH:22]=[CH:21][C:8](/[CH:9]=[N:10]/[C:11]2[CH:19]=[CH:18][CH:17]=[C:16]3[C:12]=2[CH2:13][O:14][C:15]3=[O:20])=[CH:7][CH:6]=1)[CH3:3].[CH:23]([C:26]1[CH:33]=[CH:32][C:29]([CH:30]=O)=[CH:28][CH:27]=1)([CH3:25])[CH3:24].[O-:34][CH2:35][CH3:36].[Na+].C(O)C. The catalyst is C(OCC)(=O)CC. The product is [CH3:1][N:2]([CH2:4][C:5]1[CH:22]=[CH:21][C:8]([CH:9]2[CH:30]([C:29]3[CH:32]=[CH:33][C:26]([CH:23]([CH3:25])[CH3:24])=[CH:27][CH:28]=3)[C:35](=[O:34])[C:36]3[C:16]([C:15]([O:14][CH2:13][CH3:12])=[O:20])=[CH:17][CH:18]=[CH:19][C:11]=3[NH:10]2)=[CH:7][CH:6]=1)[CH3:3]. The yield is 0.220. (3) The reactants are O.[OH-].[Li+].[O:4]1[C:8]2[CH:9]=[CH:10][C:11]([CH2:13][N:14]3[CH2:18][C@H:17]([N:19]([C:29](=[O:35])[CH2:30][C:31]([CH3:34])([CH3:33])[CH3:32])[CH2:20][C:21]4[CH:26]=[CH:25][CH:24]=[C:23]([O:27][CH3:28])[CH:22]=4)[CH2:16][C@H:15]3[C:36]([O:38]C)=[O:37])=[CH:12][C:7]=2[O:6][CH2:5]1.CO. The catalyst is O. The product is [O:4]1[C:8]2[CH:9]=[CH:10][C:11]([CH2:13][N:14]3[CH2:18][C@H:17]([N:19]([C:29](=[O:35])[CH2:30][C:31]([CH3:34])([CH3:32])[CH3:33])[CH2:20][C:21]4[CH:26]=[CH:25][CH:24]=[C:23]([O:27][CH3:28])[CH:22]=4)[CH2:16][C@H:15]3[C:36]([OH:38])=[O:37])=[CH:12][C:7]=2[O:6][CH2:5]1. The yield is 0.720. (4) The reactants are [C:1]1([C:14]([OH:16])=O)[C:13]2[NH:12][C:11]3[C:6](=[CH:7][CH:8]=[CH:9][CH:10]=3)[C:5]=2[CH:4]=[CH:3][CH:2]=1.ON1C2C=CC=CC=2N=N1.Cl.C(N=C=NCCCN(C)C)C.[CH3:39][C:40]1[CH:46]=[CH:45][C:43]([NH2:44])=[CH:42][C:41]=1[C:47]1[CH:48]=[N:49][CH:50]=[N:51][CH:52]=1. The catalyst is ClCCl.CN(C)C1C=CN=CC=1. The product is [CH3:39][C:40]1[CH:46]=[CH:45][C:43]([NH:44][C:14]([C:1]2[C:13]3[NH:12][C:11]4[C:6](=[CH:7][CH:8]=[CH:9][CH:10]=4)[C:5]=3[CH:4]=[CH:3][CH:2]=2)=[O:16])=[CH:42][C:41]=1[C:47]1[CH:52]=[N:51][CH:50]=[N:49][CH:48]=1. The yield is 0.528. (5) The reactants are [H-].[Al+3].[Li+].[H-].[H-].[H-].[CH3:7][O:8][C:9]1[C:18]2[C:13](=[CH:14][CH:15]=[CH:16][CH:17]=2)[C:12]([O:19][CH3:20])=[CH:11][C:10]=1[C:21](OC)=[O:22].[NH4+].[Cl-].Cl. The catalyst is CCOCC.CO. The product is [CH3:7][O:8][C:9]1[C:18]2[C:13](=[CH:14][CH:15]=[CH:16][CH:17]=2)[C:12]([O:19][CH3:20])=[CH:11][C:10]=1[CH2:21][OH:22]. The yield is 0.920. (6) The reactants are [Br:1][C:2]1[CH:7]=[CH:6][C:5]([C:8](=O)[CH3:9])=[C:4]([OH:11])[CH:3]=1.Cl[CH2:13][C:14]([C:16]1[CH:21]=[CH:20][C:19]([Cl:22])=[CH:18][C:17]=1[Cl:23])=[O:15].C([O-])([O-])=O.[K+].[K+].C(OCC)(=O)C. The catalyst is CN(C)C=O.O. The product is [Br:1][C:2]1[CH:7]=[CH:6][C:5]2[C:8]([CH3:9])=[C:13]([C:14]([C:16]3[CH:21]=[CH:20][C:19]([Cl:22])=[CH:18][C:17]=3[Cl:23])=[O:15])[O:11][C:4]=2[CH:3]=1. The yield is 0.440.